This data is from Full USPTO retrosynthesis dataset with 1.9M reactions from patents (1976-2016). The task is: Predict the reactants needed to synthesize the given product. (1) Given the product [C:1]1([CH2:7][C:8]([NH:26][CH:23]2[CH2:22][CH2:21][N:20]([C:14]3[C:15]4[CH:19]=[CH:18][NH:17][C:16]=4[N:11]=[CH:12][N:13]=3)[CH2:25][CH2:24]2)=[O:9])[CH:6]=[CH:5][CH:4]=[CH:3][CH:2]=1, predict the reactants needed to synthesize it. The reactants are: [C:1]1([CH2:7][C:8](Cl)=[O:9])[CH:6]=[CH:5][CH:4]=[CH:3][CH:2]=1.[N:11]1[C:16]2[NH:17][CH:18]=[CH:19][C:15]=2[C:14]([N:20]2[CH2:25][CH2:24][CH:23]([NH2:26])[CH2:22][CH2:21]2)=[N:13][CH:12]=1.CN1CCOCC1. (2) Given the product [Br:22][CH2:1][C:2]1[CH:11]=[C:10]([N+:12]([O-:14])=[O:13])[CH:9]=[CH:8][C:3]=1[C:4]([O:6][CH3:7])=[O:5], predict the reactants needed to synthesize it. The reactants are: [CH3:1][C:2]1[CH:11]=[C:10]([N+:12]([O-:14])=[O:13])[CH:9]=[CH:8][C:3]=1[C:4]([O:6][CH3:7])=[O:5].C1C(=O)N([Br:22])C(=O)C1.C(OOC(=O)C1C=CC=CC=1)(=O)C1C=CC=CC=1.O. (3) Given the product [CH2:1]([N:3]1[C:4]2[C:5](=[CH:6][C:7]3[C:8]([NH:14][CH2:15][C:16]4[CH:21]=[CH:20][CH:19]=[CH:18][C:17]=4[N:22]4[CH2:27][CH2:26][O:25][CH2:24][CH2:23]4)=[N:9][CH:10]=[N:11][C:12]=3[CH:13]=2)[NH:28][C:38]1=[S:39])[CH3:2], predict the reactants needed to synthesize it. The reactants are: [CH2:1]([NH:3][C:4]1[CH:13]=[C:12]2[C:7]([C:8]([NH:14][CH2:15][C:16]3[CH:21]=[CH:20][CH:19]=[CH:18][C:17]=3[N:22]3[CH2:27][CH2:26][O:25][CH2:24][CH2:23]3)=[N:9][CH:10]=[N:11]2)=[CH:6][C:5]=1[N+:28]([O-])=O)[CH3:2].C(N(CC)CC)C.[C:38](=S)=[S:39].Cl.C(OCC)(=O)C.